Dataset: Reaction yield outcomes from USPTO patents with 853,638 reactions. Task: Predict the reaction yield, written as a fraction of the theoretical maximum amount of product (1.0 means a 100% yield; for example, 0.34 means a 34% yield). (1) The reactants are O[CH:2]=[C:3]1[C:11]2[C:6](=[CH:7][C:8]([C:12]([C:14]3[CH:15]=[C:16]([NH:20][C:21](=[O:29])[C:22]4[CH:27]=[CH:26][CH:25]=[CH:24][C:23]=4[CH3:28])[CH:17]=[CH:18][CH:19]=3)=[O:13])=[CH:9][CH:10]=2)[NH:5][C:4]1=[O:30].C1COCC1.[N:36]1([CH2:41][C:42]2[CH:47]=[CH:46][C:45]([NH2:48])=[CH:44][CH:43]=2)[CH2:40][CH2:39][CH2:38][CH2:37]1. The catalyst is CCOC(C)=O.CCCCCC. The product is [CH3:28][C:23]1[CH:24]=[CH:25][CH:26]=[CH:27][C:22]=1[C:21]([NH:20][C:16]1[CH:17]=[CH:18][CH:19]=[C:14]([C:12]([C:8]2[CH:7]=[C:6]3[C:11]([C:3](=[CH:2][NH:48][C:45]4[CH:44]=[CH:43][C:42]([CH2:41][N:36]5[CH2:40][CH2:39][CH2:38][CH2:37]5)=[CH:47][CH:46]=4)[C:4](=[O:30])[NH:5]3)=[CH:10][CH:9]=2)=[O:13])[CH:15]=1)=[O:29]. The yield is 0.560. (2) The reactants are [C:1]([O:5][C:6]([N:8]1[CH2:16][C:15]2[C:10](=[CH:11][CH:12]=[C:13](Br)[CH:14]=2)[CH2:9]1)=[O:7])([CH3:4])([CH3:3])[CH3:2].[B:18]1([B:18]2[O:22][C:21]([CH3:24])([CH3:23])[C:20]([CH3:26])([CH3:25])[O:19]2)[O:22][C:21]([CH3:24])([CH3:23])[C:20]([CH3:26])([CH3:25])[O:19]1.C([O-])(=O)C.[K+]. The catalyst is CN(C=O)C. The product is [C:1]([O:5][C:6]([N:8]1[CH2:16][C:15]2[C:10](=[CH:11][CH:12]=[C:13]([B:18]3[O:22][C:21]([CH3:24])([CH3:23])[C:20]([CH3:26])([CH3:25])[O:19]3)[CH:14]=2)[CH2:9]1)=[O:7])([CH3:4])([CH3:3])[CH3:2]. The yield is 0.760.